From a dataset of Full USPTO retrosynthesis dataset with 1.9M reactions from patents (1976-2016). Predict the reactants needed to synthesize the given product. (1) Given the product [NH2:24][N:16]1[CH:15]=[CH:14][N:13]=[C:12]1[C:10]([NH:9][C:3]1[CH:4]=[CH:5][CH:6]=[CH:7][CH:8]=1)=[O:11], predict the reactants needed to synthesize it. The reactants are: [H-].[Na+].[C:3]1([NH:9][C:10]([C:12]2[NH:13][CH:14]=[CH:15][N:16]=2)=[O:11])[CH:8]=[CH:7][CH:6]=[CH:5][CH:4]=1.C1(P(C2C=CC=CC=2)(=O)[NH2:24])C=CC=CC=1.S([O-])([O-])(=O)=S.[Na+].[Na+]. (2) Given the product [ClH:1].[N+:7]([C:10]1[CH:11]=[C:12]([C:13](=[NH:2])[NH2:14])[CH:15]=[CH:16][CH:17]=1)([O-:9])=[O:8], predict the reactants needed to synthesize it. The reactants are: [Cl-:1].[NH4+:2].C[Al](C)C.[N+:7]([C:10]1[CH:11]=[C:12]([CH:15]=[CH:16][CH:17]=1)[C:13]#[N:14])([O-:9])=[O:8]. (3) Given the product [CH:1]([N:4]([S:41]([C:36]1[CH:37]=[N:38][CH:39]=[CH:40][N:35]=1)(=[O:43])=[O:42])[CH2:5][C:6]([NH:8][CH2:9][C:10]1[CH:15]=[C:14]([C:16]2[CH:17]=[CH:18][C:19]([C:22]([F:24])([F:25])[F:23])=[CH:20][CH:21]=2)[N:13]=[CH:12][N:11]=1)=[O:7])([CH3:3])[CH3:2], predict the reactants needed to synthesize it. The reactants are: [CH:1]([NH:4][CH2:5][C:6]([NH:8][CH2:9][C:10]1[CH:15]=[C:14]([C:16]2[CH:21]=[CH:20][C:19]([C:22]([F:25])([F:24])[F:23])=[CH:18][CH:17]=2)[N:13]=[CH:12][N:11]=1)=[O:7])([CH3:3])[CH3:2].C(N(CC)C(C)C)(C)C.[N:35]1[CH:40]=[CH:39][N:38]=[CH:37][C:36]=1[S:41](Cl)(=[O:43])=[O:42].C(OCC)(=O)C. (4) Given the product [Cl:14][C:13]1[C:4]2[CH:2]([CH3:3])[N:31]([CH:29]([C:19]3[CH:20]=[N:21][C:22]([O:23][CH2:24][C:25]([F:28])([F:26])[F:27])=[C:17]([CH3:16])[CH:18]=3)[CH3:30])[C:6](=[O:8])[C:5]=2[CH:10]=[CH:11][N:12]=1, predict the reactants needed to synthesize it. The reactants are: Br[CH:2]([C:4]1[C:13]([Cl:14])=[N:12][CH:11]=[CH:10][C:5]=1[C:6]([O:8]C)=O)[CH3:3].Cl.[CH3:16][C:17]1[CH:18]=[C:19]([CH:29]([NH2:31])[CH3:30])[CH:20]=[N:21][C:22]=1[O:23][CH2:24][C:25]([F:28])([F:27])[F:26].